This data is from Full USPTO retrosynthesis dataset with 1.9M reactions from patents (1976-2016). The task is: Predict the reactants needed to synthesize the given product. (1) Given the product [F:1][C:2]1[CH:11]=[C:10]2[C:5]([CH:6]=[CH:7][CH:8]=[N:9]2)=[CH:4][C:3]=1[CH2:12][C:13]1[N:17]2[N:18]=[C:19]([C:22]3[CH:23]=[N:24][N:25]([CH2:29][CH2:30][N:31]4[CH2:35][CH2:34][CH2:33][CH2:32]4)[CH:26]=3)[CH:20]=[CH:21][C:16]2=[N:15][CH:14]=1, predict the reactants needed to synthesize it. The reactants are: [F:1][C:2]1[CH:11]=[C:10]2[C:5]([CH:6]=[CH:7][CH:8]=[N:9]2)=[CH:4][C:3]=1[CH2:12][C:13]1[N:17]2[N:18]=[C:19]([C:22]3[CH:23]=[N:24][NH:25][CH:26]=3)[CH:20]=[CH:21][C:16]2=[N:15][CH:14]=1.Cl.Cl[CH2:29][CH2:30][N:31]1[CH2:35][CH2:34][CH2:33][CH2:32]1.C([O-])([O-])=O.[Cs+].[Cs+]. (2) Given the product [C:1]([C:5]1[N:10]=[CH:9][C:8]([C:11]2[N:12]([C:32]([N:38]3[CH2:43][CH2:42][CH:41]([CH2:44][CH2:45][OH:46])[CH2:40][CH2:39]3)=[O:33])[C@@:13]([C:25]3[CH:30]=[CH:29][C:28]([Cl:31])=[CH:27][CH:26]=3)([CH3:24])[C@@:14]([C:17]3[CH:18]=[CH:19][C:20]([Cl:23])=[CH:21][CH:22]=3)([CH3:16])[N:15]=2)=[C:7]([O:35][CH2:36][CH3:37])[CH:6]=1)([CH3:3])([CH3:2])[CH3:4], predict the reactants needed to synthesize it. The reactants are: [C:1]([C:5]1[N:10]=[CH:9][C:8]([C:11]2[N:12]([C:32](Cl)=[O:33])[C@@:13]([C:25]3[CH:30]=[CH:29][C:28]([Cl:31])=[CH:27][CH:26]=3)([CH3:24])[C@@:14]([C:17]3[CH:22]=[CH:21][C:20]([Cl:23])=[CH:19][CH:18]=3)([CH3:16])[N:15]=2)=[C:7]([O:35][CH2:36][CH3:37])[CH:6]=1)([CH3:4])([CH3:3])[CH3:2].[NH:38]1[CH2:43][CH2:42][CH:41]([CH2:44][CH2:45][OH:46])[CH2:40][CH2:39]1. (3) Given the product [F:19][C:18]([F:20])([F:21])[C:13]1[CH:14]=[CH:15][CH:16]=[C:17]2[C:12]=1[CH2:11][CH2:10][CH:9]2[NH2:8], predict the reactants needed to synthesize it. The reactants are: C([NH:8][CH:9]1[C:17]2[C:12](=[C:13]([C:18]([F:21])([F:20])[F:19])[CH:14]=[CH:15][CH:16]=2)[CH2:11][CH2:10]1)C1C=CC=CC=1.